Dataset: Reaction yield outcomes from USPTO patents with 853,638 reactions. Task: Predict the reaction yield, written as a fraction of the theoretical maximum amount of product (1.0 means a 100% yield; for example, 0.34 means a 34% yield). The reactants are [CH2:1]([O:3][C:4]([C:6]1[C:10]([CH2:11]Br)=[C:9]([C:13]2[CH:18]=[CH:17][C:16]([Cl:19])=[CH:15][CH:14]=2)[N:8]([C:20]2[CH:25]=[CH:24][CH:23]=[CH:22][C:21]=2[Cl:26])[N:7]=1)=[O:5])[CH3:2].[CH:27]([NH2:30])([CH3:29])[CH3:28].C([O-])([O-])=O.[K+].[K+]. The catalyst is CC#N. The product is [CH2:1]([O:3][C:4]([C:6]1[C:10]([CH2:11][NH:30][CH:27]([CH3:29])[CH3:28])=[C:9]([C:13]2[CH:18]=[CH:17][C:16]([Cl:19])=[CH:15][CH:14]=2)[N:8]([C:20]2[CH:25]=[CH:24][CH:23]=[CH:22][C:21]=2[Cl:26])[N:7]=1)=[O:5])[CH3:2]. The yield is 0.210.